Task: Regression. Given two drug SMILES strings and cell line genomic features, predict the synergy score measuring deviation from expected non-interaction effect.. Dataset: NCI-60 drug combinations with 297,098 pairs across 59 cell lines (1) Drug 1: C(CC(=O)O)C(=O)CN.Cl. Drug 2: C1C(C(OC1N2C=NC3=C2NC=NCC3O)CO)O. Cell line: MCF7. Synergy scores: CSS=6.32, Synergy_ZIP=-0.412, Synergy_Bliss=5.02, Synergy_Loewe=5.67, Synergy_HSA=4.69. (2) Drug 1: CN(C)C1=NC(=NC(=N1)N(C)C)N(C)C. Drug 2: CC1=C(C(CCC1)(C)C)C=CC(=CC=CC(=CC(=O)O)C)C. Cell line: UO-31. Synergy scores: CSS=1.54, Synergy_ZIP=-0.434, Synergy_Bliss=-1.21, Synergy_Loewe=-1.04, Synergy_HSA=-2.79. (3) Drug 1: CC1=C2C(C(=O)C3(C(CC4C(C3C(C(C2(C)C)(CC1OC(=O)C(C(C5=CC=CC=C5)NC(=O)OC(C)(C)C)O)O)OC(=O)C6=CC=CC=C6)(CO4)OC(=O)C)OC)C)OC. Drug 2: CN1C(=O)N2C=NC(=C2N=N1)C(=O)N. Cell line: NCI-H460. Synergy scores: CSS=66.0, Synergy_ZIP=15.6, Synergy_Bliss=13.8, Synergy_Loewe=2.19, Synergy_HSA=15.1. (4) Drug 1: CCCS(=O)(=O)NC1=C(C(=C(C=C1)F)C(=O)C2=CNC3=C2C=C(C=N3)C4=CC=C(C=C4)Cl)F. Drug 2: C1=CC(=CC=C1CC(C(=O)O)N)N(CCCl)CCCl.Cl. Cell line: SNB-19. Synergy scores: CSS=8.23, Synergy_ZIP=-1.64, Synergy_Bliss=4.31, Synergy_Loewe=-6.77, Synergy_HSA=-0.332. (5) Drug 1: CCC1(CC2CC(C3=C(CCN(C2)C1)C4=CC=CC=C4N3)(C5=C(C=C6C(=C5)C78CCN9C7C(C=CC9)(C(C(C8N6C=O)(C(=O)OC)O)OC(=O)C)CC)OC)C(=O)OC)O.OS(=O)(=O)O. Drug 2: CC1C(C(CC(O1)OC2CC(CC3=C2C(=C4C(=C3O)C(=O)C5=C(C4=O)C(=CC=C5)OC)O)(C(=O)CO)O)N)O.Cl. Cell line: A549. Synergy scores: CSS=27.1, Synergy_ZIP=1.57, Synergy_Bliss=1.36, Synergy_Loewe=-3.79, Synergy_HSA=0.690. (6) Synergy scores: CSS=-2.16, Synergy_ZIP=1.51, Synergy_Bliss=4.42, Synergy_Loewe=-6.97, Synergy_HSA=-2.67. Cell line: HS 578T. Drug 1: CN(C)C1=NC(=NC(=N1)N(C)C)N(C)C. Drug 2: C1=NC(=NC(=O)N1C2C(C(C(O2)CO)O)O)N. (7) Drug 1: CC(C1=C(C=CC(=C1Cl)F)Cl)OC2=C(N=CC(=C2)C3=CN(N=C3)C4CCNCC4)N. Drug 2: C1CN(CCN1C(=O)CCBr)C(=O)CCBr. Cell line: SW-620. Synergy scores: CSS=22.2, Synergy_ZIP=-4.79, Synergy_Bliss=1.43, Synergy_Loewe=-2.66, Synergy_HSA=0.283. (8) Drug 1: C1=CC=C(C=C1)NC(=O)CCCCCCC(=O)NO. Drug 2: C1C(C(OC1N2C=NC3=C2NC=NCC3O)CO)O. Cell line: CAKI-1. Synergy scores: CSS=31.7, Synergy_ZIP=-6.10, Synergy_Bliss=4.48, Synergy_Loewe=-7.04, Synergy_HSA=-0.142.